From a dataset of Reaction yield outcomes from USPTO patents with 853,638 reactions. Predict the reaction yield, written as a fraction of the theoretical maximum amount of product (1.0 means a 100% yield; for example, 0.34 means a 34% yield). (1) The catalyst is C1COCC1. The reactants are [CH3:1][O:2][CH:3]([O:8][CH3:9])[CH2:4][CH2:5][CH2:6][NH2:7].[C:10]([N:17]1C=CN=C1)(N1C=CN=C1)=[O:11].CCN(C(C)C)C(C)C.Cl.[CH2:32]([O:39]N)[C:33]1[CH:38]=[CH:37][CH:36]=[CH:35][CH:34]=1. The product is [CH3:1][O:2][CH:3]([O:8][CH3:9])[CH2:4][CH2:5][CH2:6][NH:7][C:10](=[O:11])[NH:17][O:39][CH2:32][C:33]1[CH:38]=[CH:37][CH:36]=[CH:35][CH:34]=1. The yield is 0.730. (2) The reactants are [Cu][C:2]#[N:3].Br[C:5]1[CH:10]=[C:9]([C:11]([F:14])([F:13])[F:12])[CH:8]=[CH:7][C:6]=1[NH2:15]. The catalyst is CN1CCCC1=O.C(OCC)(=O)C. The product is [NH2:15][C:6]1[CH:5]=[CH:10][C:9]([C:11]([F:12])([F:13])[F:14])=[CH:8][C:7]=1[C:2]#[N:3]. The yield is 0.470. (3) The reactants are CC1C=CC(S(O[CH2:12][C@@H:13]2[CH2:17][O:16][C:15]([CH3:19])([CH3:18])[O:14]2)(=O)=O)=CC=1.[C:20]([C:24]1[NH:25][C:26]2[C:31]([CH:32]=1)=[CH:30][C:29]([N+:33]([O-:35])=[O:34])=[CH:28][CH:27]=2)([CH3:23])([CH3:22])[CH3:21].C([O-])([O-])=O.[Cs+].[Cs+]. The catalyst is CN(C=O)C. The product is [C:20]([C:24]1[N:25]([CH2:12][C@@H:13]2[CH2:17][O:16][C:15]([CH3:18])([CH3:19])[O:14]2)[C:26]2[C:31]([CH:32]=1)=[CH:30][C:29]([N+:33]([O-:35])=[O:34])=[CH:28][CH:27]=2)([CH3:23])([CH3:21])[CH3:22]. The yield is 0.660. (4) The reactants are [S:1]1[CH:5]=[CH:4][N:3]=[CH:2]1.[Li]CCCC.CCCCCC.[CH3:17][C:18]([CH3:28])([CH3:27])/[CH:19]=[N:20]/[S:21]([C:23]([CH3:26])([CH3:25])[CH3:24])=[O:22]. The catalyst is C1COCC1. The product is [CH3:17][C:18]([CH3:28])([CH3:27])[CH:19]([NH:20][S:21]([C:23]([CH3:26])([CH3:25])[CH3:24])=[O:22])[C:2]1[S:1][CH:5]=[CH:4][N:3]=1. The yield is 0.920. (5) The reactants are CO[C:3](=[O:26])[C:4]1[CH:9]=[CH:8][C:7]([O:10][CH2:11][C:12]2[C:13]([C:18]3[CH:23]=[CH:22][C:21]([F:24])=[C:20]([F:25])[CH:19]=3)=[N:14][O:15][C:16]=2[CH3:17])=[N:6][CH:5]=1.[NH2:27][CH:28]1[CH2:33][CH2:32][O:31][CH2:30][CH2:29]1. No catalyst specified. The product is [F:25][C:20]1[CH:19]=[C:18]([C:13]2[C:12]([CH2:11][O:10][C:7]3[CH:8]=[CH:9][C:4]([C:3]([NH:27][CH:28]4[CH2:33][CH2:32][O:31][CH2:30][CH2:29]4)=[O:26])=[CH:5][N:6]=3)=[C:16]([CH3:17])[O:15][N:14]=2)[CH:23]=[CH:22][C:21]=1[F:24]. The yield is 0.500. (6) The reactants are COC1C=CC(C(C2SC=NN=2)[N:10]2[C:18]3[C:13](=[N:14][CH2:15][NH:16][CH:17]=3)[CH:12]=[C:11]2[C:19]2[CH:24]=[CH:23][CH:22]=[CH:21][C:20]=2[F:25])=C(C(F)(F)F)C=1.FC1C=CC=CC=1C1NC2C=NC=NC=2C=1.[F:51][C:52]([F:81])([F:80])[C:53]1[CH:58]=[C:57]([C:59]([F:62])([F:61])[F:60])[CH:56]=[CH:55][C:54]=1[C:63]1[CH:67]=[C:66]([CH2:68]OS(C2C=CC(C)=CC=2)(=O)=O)[O:65][N:64]=1. No catalyst specified. The product is [F:81][C:52]([F:51])([F:80])[C:53]1[CH:58]=[C:57]([C:59]([F:62])([F:60])[F:61])[CH:56]=[CH:55][C:54]=1[C:63]1[CH:67]=[C:66]([CH2:68][N:16]2[CH:17]=[C:18]3[N:10]=[C:11]([C:19]4[CH:24]=[CH:23][CH:22]=[CH:21][C:20]=4[F:25])[CH:12]=[C:13]3[N:14]=[CH:15]2)[O:65][N:64]=1. The yield is 0.0700. (7) The catalyst is C([O-])(=O)C.[Pd+2].C([O-])(=O)C. The yield is 0.868. The reactants are [Br:1][C:2]1[CH:19]=[CH:18][C:17]([O:20][Si:21]([C:24]([CH3:27])([CH3:26])[CH3:25])([CH3:23])[CH3:22])=[CH:16][C:3]=1[CH2:4]N1C(=O)C2C(=CC=CC=2)C1=O.C(#N)CC.C1(C)C=CC=CC=1P(C1C=CC=CC=1C)C1C=CC=CC=1C.C(N(C(C)C)CC)(C)C.N#N.C(OC(C)(C)C)(=O)C=C.[F-].C([N+](CCCC)(CCCC)CCCC)CCC. The product is [Br:1][C:2]1[CH:19]=[CH:18][C:17]([O:20][Si:21]([C:24]([CH3:25])([CH3:26])[CH3:27])([CH3:22])[CH3:23])=[CH:16][C:3]=1[CH3:4].